The task is: Predict the reaction yield, written as a fraction of the theoretical maximum amount of product (1.0 means a 100% yield; for example, 0.34 means a 34% yield).. This data is from Reaction yield outcomes from USPTO patents with 853,638 reactions. The reactants are C[O:2][C:3]1[CH:4]=[C:5]2[C:10](=[CH:11][CH:12]=1)[N:9]=[C:8]([C:13]1[CH:22]=[CH:21][C:16]([C:17]([O:19]C)=[O:18])=[CH:15][CH:14]=1)[C:7]([CH3:23])=[CH:6]2.B(Br)(Br)Br.O. The catalyst is C(Cl)Cl. The product is [OH:2][C:3]1[CH:4]=[C:5]2[C:10](=[CH:11][CH:12]=1)[N:9]=[C:8]([C:13]1[CH:14]=[CH:15][C:16]([C:17]([OH:19])=[O:18])=[CH:21][CH:22]=1)[C:7]([CH3:23])=[CH:6]2. The yield is 0.280.